Dataset: Forward reaction prediction with 1.9M reactions from USPTO patents (1976-2016). Task: Predict the product of the given reaction. (1) Given the reactants Cl[CH2:2][C:3]1[N:4]=[C:5]([C:9]2[CH:14]=[CH:13][C:12]([C:15]([F:18])([F:17])[F:16])=[CH:11][CH:10]=2)[O:6][C:7]=1[CH3:8].[N-:19]=[N+:20]=[N-:21].[Na+], predict the reaction product. The product is: [N:19]([CH2:2][C:3]1[N:4]=[C:5]([C:9]2[CH:14]=[CH:13][C:12]([C:15]([F:18])([F:17])[F:16])=[CH:11][CH:10]=2)[O:6][C:7]=1[CH3:8])=[N+:20]=[N-:21]. (2) Given the reactants [F:1][C:2]1[CH:3]=[CH:4][C:5]([OH:11])=[C:6]([C:8](=[O:10])[CH3:9])[CH:7]=1.C[O-].[Na+].CO.C([O:19][C:20](=[O:26])[C:21](OCC)=O)C.Cl, predict the reaction product. The product is: [F:1][C:2]1[CH:3]=[CH:4][C:5]2[O:11][C:21]([C:20]([OH:26])=[O:19])=[CH:9][C:8](=[O:10])[C:6]=2[CH:7]=1. (3) Given the reactants C(O)(=O)C.[N:5]1[CH:10]=[CH:9][C:8]([N:11]2[CH2:16][CH2:15][C:14](=O)[CH2:13][CH2:12]2)=[CH:7][CH:6]=1.Cl.CN.[BH3-][C:22]#[N:23].[Na+], predict the reaction product. The product is: [CH3:22][NH:23][CH:14]1[CH2:15][CH2:16][N:11]([C:8]2[CH:9]=[CH:10][N:5]=[CH:6][CH:7]=2)[CH2:12][CH2:13]1. (4) The product is: [CH3:1][C:2]1[C:3]([C:17]#[N:18])=[C:4]2[N:9]([C:10]=1[C:11]1[CH:12]=[N:13][CH:14]=[CH:15][CH:16]=1)[CH:8]=[CH:7][CH:6]=[CH:5]2. Given the reactants [CH3:1][C:2]1[C:3]([C:17]#[N:18])=[C:4]2[N:9]([C:10]=1[C:11]1[CH:12]=[N:13][CH:14]=[CH:15][CH:16]=1)[CH2:8][CH2:7][CH2:6][CH2:5]2, predict the reaction product. (5) Given the reactants [CH3:1][O:2][C:3](=[O:11])[C:4]1[CH:9]=[CH:8][CH:7]=[C:6]([OH:10])[CH:5]=1.Cl[CH2:13][CH2:14][N:15]1[CH2:20][CH2:19][O:18][CH2:17][CH2:16]1.C(=O)([O-])[O-].[K+].[K+], predict the reaction product. The product is: [CH3:1][O:2][C:3](=[O:11])[C:4]1[CH:9]=[CH:8][CH:7]=[C:6]([O:10][CH2:13][CH2:14][N:15]2[CH2:20][CH2:19][O:18][CH2:17][CH2:16]2)[CH:5]=1. (6) Given the reactants [C:1]([O:7][CH2:8][CH3:9])(=[O:6])[CH2:2][C:3]([CH3:5])=O.[Cl:10][C:11]1[CH:12]=[C:13]([CH:16]=[C:17]([Cl:19])[CH:18]=1)[CH:14]=O.[NH4+:20].[OH-:21], predict the reaction product. The product is: [Cl:10][C:11]1[CH:12]=[C:13]([CH:14]2[C:2]([C:1]([O:7][CH2:8][CH3:9])=[O:6])=[C:3]([CH3:5])[NH:20][C:3]([CH3:5])=[C:2]2[C:1]([O:7][CH2:8][CH3:9])=[O:21])[CH:16]=[C:17]([Cl:19])[CH:18]=1. (7) Given the reactants [H-].[H-].[H-].[H-].[Li+].[Al+3].O=[C:8]1[NH:13][CH2:12][C:11](=O)[N:10]2[C@@H:15]([C:19](OC)=[O:20])[CH2:16][CH2:17][CH2:18][C@@H:9]12, predict the reaction product. The product is: [CH2:8]1[NH:13][CH2:12][CH2:11][N:10]2[C@@H:15]([CH2:19][OH:20])[CH2:16][CH2:17][CH2:18][C@@H:9]12. (8) Given the reactants C(OC([N:8]1[CH2:13][CH2:12][CH2:11][CH:10]([C:14]2[O:18][N:17]=[C:16]([C:19]3[NH:20][CH:21]=[C:22]([CH3:24])[N:23]=3)[N:15]=2)[CH2:9]1)=O)(C)(C)C.[ClH:25], predict the reaction product. The product is: [ClH:25].[ClH:25].[CH3:24][C:22]1[N:23]=[C:19]([C:16]2[N:15]=[C:14]([C@H:10]3[CH2:11][CH2:12][CH2:13][NH:8][CH2:9]3)[O:18][N:17]=2)[NH:20][CH:21]=1.